From a dataset of NCI-60 drug combinations with 297,098 pairs across 59 cell lines. Regression. Given two drug SMILES strings and cell line genomic features, predict the synergy score measuring deviation from expected non-interaction effect. Drug 1: CC(CN1CC(=O)NC(=O)C1)N2CC(=O)NC(=O)C2. Drug 2: C1=C(C(=O)NC(=O)N1)F. Cell line: M14. Synergy scores: CSS=38.8, Synergy_ZIP=-5.86, Synergy_Bliss=-3.29, Synergy_Loewe=-6.18, Synergy_HSA=-0.00592.